This data is from NCI-60 drug combinations with 297,098 pairs across 59 cell lines. The task is: Regression. Given two drug SMILES strings and cell line genomic features, predict the synergy score measuring deviation from expected non-interaction effect. (1) Drug 1: CS(=O)(=O)C1=CC(=C(C=C1)C(=O)NC2=CC(=C(C=C2)Cl)C3=CC=CC=N3)Cl. Drug 2: CCC1=C2CN3C(=CC4=C(C3=O)COC(=O)C4(CC)O)C2=NC5=C1C=C(C=C5)O. Cell line: SK-OV-3. Synergy scores: CSS=28.5, Synergy_ZIP=0.378, Synergy_Bliss=1.12, Synergy_Loewe=-23.1, Synergy_HSA=0.893. (2) Drug 1: C1CCC(C1)C(CC#N)N2C=C(C=N2)C3=C4C=CNC4=NC=N3. Drug 2: CS(=O)(=O)CCNCC1=CC=C(O1)C2=CC3=C(C=C2)N=CN=C3NC4=CC(=C(C=C4)OCC5=CC(=CC=C5)F)Cl. Cell line: HOP-62. Synergy scores: CSS=1.22, Synergy_ZIP=0.105, Synergy_Bliss=0.900, Synergy_Loewe=-0.613, Synergy_HSA=-0.795.